This data is from Reaction yield outcomes from USPTO patents with 853,638 reactions. The task is: Predict the reaction yield, written as a fraction of the theoretical maximum amount of product (1.0 means a 100% yield; for example, 0.34 means a 34% yield). (1) The reactants are [C:1]([O:5][C:6]([NH:8][C@@H:9]([CH3:16])[C:10]([N:12]([O:14][CH3:15])[CH3:13])=[O:11])=[O:7])([CH3:4])([CH3:3])[CH3:2].C(N[C@@H](C(O)=O)C)(OC(C)(C)C)=O. No catalyst specified. The product is [C:1]([O:5][C:6]([NH:8][C@H:9]([CH3:16])[C:10]([N:12]([O:14][CH3:15])[CH3:13])=[O:11])=[O:7])([CH3:4])([CH3:3])[CH3:2]. The yield is 0.880. (2) The reactants are C([O:4][CH2:5][C:6]1[CH:11]=[C:10]([S:12]C(C)(C)C)[C:9]([OH:17])=[CH:8][N:7]=1)(=O)C. The catalyst is Cl. The product is [OH:4][CH2:5][C:6]1[N:7]=[CH:8][C:9]([OH:17])=[C:10]([SH:12])[CH:11]=1. The yield is 0.880. (3) The reactants are Br[C:2]1[CH:3]=[C:4]([NH:10][C:11]2[CH:15]=[CH:14][N:13]([CH3:16])[N:12]=2)[C:5](=[O:9])[N:6]([CH3:8])[CH:7]=1.[B:17]1([B:17]2[O:21][C:20]([CH3:23])([CH3:22])[C:19]([CH3:25])([CH3:24])[O:18]2)[O:21][C:20]([CH3:23])([CH3:22])[C:19]([CH3:25])([CH3:24])[O:18]1.CC(C1C=C(C(C)C)C(C2C=CC=CC=2P(C2CCCCC2)C2CCCCC2)=C(C(C)C)C=1)C.C([O-])(=O)C.[K+]. The catalyst is C1C=CC(/C=C/C(/C=C/C2C=CC=CC=2)=O)=CC=1.C1C=CC(/C=C/C(/C=C/C2C=CC=CC=2)=O)=CC=1.C1C=CC(/C=C/C(/C=C/C2C=CC=CC=2)=O)=CC=1.[Pd].[Pd].O1CCOCC1. The product is [CH3:8][N:6]1[CH:7]=[C:2]([B:17]2[O:21][C:20]([CH3:23])([CH3:22])[C:19]([CH3:25])([CH3:24])[O:18]2)[CH:3]=[C:4]([NH:10][C:11]2[CH:15]=[CH:14][N:13]([CH3:16])[N:12]=2)[C:5]1=[O:9]. The yield is 0.910. (4) The reactants are C1(P(C2C=CC=CC=2)C2C=CC=CC=2)C=CC=CC=1.BrN1C(=O)CCC1=O.[CH:28]1([CH2:33][CH:34]([C:38]2[CH:43]=[CH:42][C:41]([S:44]([CH3:47])(=[O:46])=[O:45])=[C:40]([N+:48]([O-:50])=[O:49])[CH:39]=2)[C:35]([OH:37])=O)[CH2:32][CH2:31][CH2:30][CH2:29]1.[NH2:51][C:52]1[CH:57]=[CH:56][CH:55]=[CH:54][N:53]=1. The catalyst is C(Cl)Cl. The product is [CH:28]1([CH2:33][CH:34]([C:38]2[CH:43]=[CH:42][C:41]([S:44]([CH3:47])(=[O:46])=[O:45])=[C:40]([N+:48]([O-:50])=[O:49])[CH:39]=2)[C:35]([NH:51][C:52]2[CH:57]=[CH:56][CH:55]=[CH:54][N:53]=2)=[O:37])[CH2:29][CH2:30][CH2:31][CH2:32]1. The yield is 0.580. (5) The reactants are I[CH2:2][C@@H:3]([CH3:16])[CH2:4][N:5]1[C:10]2[CH:11]=[CH:12][CH:13]=[CH:14][C:9]=2[S:8][CH2:7][C:6]1=[O:15].[CH2:17]([CH:21]1[CH2:26][CH2:25][NH:24][CH2:23][CH2:22]1)[CH2:18][CH2:19][CH3:20]. The catalyst is CC#N. The product is [CH2:17]([CH:21]1[CH2:26][CH2:25][N:24]([CH2:2][C@@H:3]([CH3:16])[CH2:4][N:5]2[C:10]3[CH:11]=[CH:12][CH:13]=[CH:14][C:9]=3[S:8][CH2:7][C:6]2=[O:15])[CH2:23][CH2:22]1)[CH2:18][CH2:19][CH3:20]. The yield is 0.750. (6) The reactants are [NH2:1][C:2]1[CH:3]=[C:4]([OH:8])[CH:5]=[CH:6][CH:7]=1.Br[CH2:10][CH2:11][CH2:12][CH2:13]Br.C(N(CC)CC)C. The catalyst is C1(C)C=CC=CC=1. The product is [N:1]1([C:2]2[CH:3]=[C:4]([OH:8])[CH:5]=[CH:6][CH:7]=2)[CH2:13][CH2:12][CH2:11][CH2:10]1. The yield is 0.320. (7) The product is [Br:1][C:2]1[CH:3]=[C:4]([C@:9]2([CH3:36])[C@H:15]3[C@:13]([C:16]([OH:18])=[O:17])([CH2:14]3)[S:12][C:11]([N:20]([C:29]([O:31][C:32]([CH3:33])([CH3:35])[CH3:34])=[O:30])[CH2:21][O:22][CH2:23][CH2:24][Si:25]([CH3:28])([CH3:27])[CH3:26])=[N:10]2)[C:5]([O:38][CH3:37])=[N:6][CH:7]=1. The reactants are [Br:1][C:2]1[CH:3]=[C:4]([C@:9]2([CH3:36])[C@H:15]3[C@:13]([C:16]([O:18]C)=[O:17])([CH2:14]3)[S:12][C:11]([N:20]([C:29]([O:31][C:32]([CH3:35])([CH3:34])[CH3:33])=[O:30])[CH2:21][O:22][CH2:23][CH2:24][Si:25]([CH3:28])([CH3:27])[CH3:26])=[N:10]2)[C:5](F)=[N:6][CH:7]=1.[CH3:37][O-:38].[Na+].Cl. The yield is 0.740. The catalyst is CN(C=O)C.O. (8) The yield is 0.760. The catalyst is C(O)(=O)C.CO. The reactants are [Cl:1][C:2]1[CH:9]=[CH:8][C:5]([NH:6][CH3:7])=[CH:4][CH:3]=1.[CH2:10]([O:12][C:13]([C:15]1[NH:16][CH:17]=[C:18]([CH:20]=O)[CH:19]=1)=[O:14])[CH3:11].C([BH3-])#N.[Na+].C([O-])([O-])=O.[K+].[K+]. The product is [CH2:10]([O:12][C:13]([C:15]1[NH:16][CH:17]=[C:18]([CH2:20][N:6]([C:5]2[CH:8]=[CH:9][C:2]([Cl:1])=[CH:3][CH:4]=2)[CH3:7])[CH:19]=1)=[O:14])[CH3:11].